Binary Classification. Given a drug SMILES string, predict its activity (active/inactive) in a high-throughput screening assay against a specified biological target. From a dataset of Orexin1 receptor HTS with 218,158 compounds and 233 confirmed actives. (1) The compound is S(c1nc(nc2c1cccc2)Cc1ccccc1)C. The result is 0 (inactive). (2) The drug is [O-][N+](=O)c1c(N2CC(CC(C2)C)C)nc(nc1N)N(c1ccccc1)C. The result is 0 (inactive).